Dataset: CYP2C19 inhibition data for predicting drug metabolism from PubChem BioAssay. Task: Regression/Classification. Given a drug SMILES string, predict its absorption, distribution, metabolism, or excretion properties. Task type varies by dataset: regression for continuous measurements (e.g., permeability, clearance, half-life) or binary classification for categorical outcomes (e.g., BBB penetration, CYP inhibition). Dataset: cyp2c19_veith. (1) The compound is O=S(=O)(O)c1ccc(-c2nnc(-c3ccccn3)nc2-c2ccc(S(=O)(=O)O)o2)o1.[Na]. The result is 0 (non-inhibitor). (2) The drug is Cn1ccnc1Sc1ccc(/C=N/NC(=O)c2ccccc2[N+](=O)[O-])cc1[N+](=O)[O-]. The result is 1 (inhibitor). (3) The molecule is Clc1ccc(CS[C@@H](Cn2ccnc2)c2ccc(Cl)cc2Cl)cc1. The result is 1 (inhibitor). (4) The drug is NCCN1C(=O)c2ccccc2[C@@]1(O)c1ccc(Cl)cc1. The result is 0 (non-inhibitor). (5) The compound is COc1ccccc1CCn1c(=O)c(-c2cc(F)cc(F)c2)nc2cncnc21. The result is 1 (inhibitor).